Dataset: Forward reaction prediction with 1.9M reactions from USPTO patents (1976-2016). Task: Predict the product of the given reaction. (1) The product is: [CH:1]1([CH2:7][CH2:8][CH2:9][C@@H:10]([C:19]2[O:23][N:22]=[C:21]([CH:24]([CH3:26])[CH3:25])[N:20]=2)[CH2:11][C:12]([OH:14])=[O:13])[CH2:6][CH2:5][CH2:4][CH2:3][CH2:2]1. Given the reactants [CH:1]1([CH2:7][CH2:8][CH2:9][C@@H:10]([C:19]2[O:23][N:22]=[C:21]([CH:24]([CH3:26])[CH3:25])[N:20]=2)[CH2:11][C:12]([O:14]C(C)(C)C)=[O:13])[CH2:6][CH2:5][CH2:4][CH2:3][CH2:2]1.FC(F)(F)C(O)=O, predict the reaction product. (2) Given the reactants [CH3:1][N:2]1[C:6]([CH3:7])=[C:5]([NH:8][C:9]2[N:14]=[CH:13][N:12]=[C:11]([C:15]3[CH:16]=[CH:17][C:18]([O:23][C@H:24]4[CH2:29][CH2:28][NH:27][CH2:26][C@H:25]4[F:30])=[C:19]([CH:22]=3)[C:20]#[N:21])[N:10]=2)[CH:4]=[N:3]1.[C:31](O)(=[O:35])[C@H:32]([CH3:34])[OH:33].C(N(CC)C(C)C)(C)C.CN(C(ON1N=NC2C=CC=NC1=2)=[N+](C)C)C.F[P-](F)(F)(F)(F)F, predict the reaction product. The product is: [CH3:1][N:2]1[C:6]([CH3:7])=[C:5]([NH:8][C:9]2[N:14]=[CH:13][N:12]=[C:11]([C:15]3[CH:16]=[CH:17][C:18]([O:23][C@H:24]4[CH2:29][CH2:28][N:27]([C:31](=[O:35])[C@@H:32]([OH:33])[CH3:34])[CH2:26][C@H:25]4[F:30])=[C:19]([CH:22]=3)[C:20]#[N:21])[N:10]=2)[CH:4]=[N:3]1.